Predict the reactants needed to synthesize the given product. From a dataset of Full USPTO retrosynthesis dataset with 1.9M reactions from patents (1976-2016). (1) Given the product [CH3:1][O:2][C:3]1[CH:8]=[C:7]([N:13]2[CH2:18][CH2:17][NH:16][CH2:15][CH2:14]2)[CH:6]=[CH:5][C:4]=1[N+:10]([O-:12])=[O:11], predict the reactants needed to synthesize it. The reactants are: [CH3:1][O:2][C:3]1[CH:8]=[C:7](F)[CH:6]=[CH:5][C:4]=1[N+:10]([O-:12])=[O:11].[NH:13]1[CH2:18][CH2:17][NH:16][CH2:15][CH2:14]1. (2) Given the product [Br:26][C:27]1[CH:32]=[C:31]([NH:1][C:2]2[C:22]([CH:23]3[CH2:25][CH2:24]3)=[CH:21][C:5]3[C:6]([C:16]([O:18][CH2:19][CH3:20])=[O:17])=[C:7]([C:9]4[CH:10]=[CH:11][C:12]([F:15])=[CH:13][CH:14]=4)[O:8][C:4]=3[CH:3]=2)[CH:30]=[CH:29][CH:28]=1, predict the reactants needed to synthesize it. The reactants are: [NH2:1][C:2]1[C:22]([CH:23]2[CH2:25][CH2:24]2)=[CH:21][C:5]2[C:6]([C:16]([O:18][CH2:19][CH3:20])=[O:17])=[C:7]([C:9]3[CH:14]=[CH:13][C:12]([F:15])=[CH:11][CH:10]=3)[O:8][C:4]=2[CH:3]=1.[Br:26][C:27]1[CH:28]=[C:29](B(O)O)[CH:30]=[CH:31][CH:32]=1.C(N(CC)CC)C.